From a dataset of Rat liver microsome stability data. Regression/Classification. Given a drug SMILES string, predict its absorption, distribution, metabolism, or excretion properties. Task type varies by dataset: regression for continuous measurements (e.g., permeability, clearance, half-life) or binary classification for categorical outcomes (e.g., BBB penetration, CYP inhibition). Dataset: rlm. (1) The result is 0 (unstable in rat liver microsomes). The drug is CNC(=O)c1ccc(O[C@@H](C)C(=O)N2CCN(C(=O)c3ccccc3)C[C@H]2C)c(OC)c1. (2) The drug is O=C(c1ccc(F)cc1)N1CCn2c(nnc2-c2ccccn2)C1. The result is 0 (unstable in rat liver microsomes). (3) The molecule is CC[C@H]1NC(=O)[C@@H](NC(=O)c2ncccc2O)C(C)OC(=O)[C@H](c2ccccc2)NC(=O)C2CC(=O)CCN2C(=O)[C@H](Cc2ccccc2)N(C)C(=O)[C@@H]2CCCN2C1=O. The result is 0 (unstable in rat liver microsomes). (4) The molecule is COc1ccc(Nc2nc(-c3ccc(OC)c(OC)c3)cs2)nc1. The result is 0 (unstable in rat liver microsomes). (5) The drug is O=C(O)c1ccccc1C(=O)Nc1ccc(-c2ccccc2)cc1. The result is 0 (unstable in rat liver microsomes). (6) The drug is Cc1cccc(C)c1Nc1c(-c2cccs2)nc2ncccn12. The result is 1 (stable in rat liver microsomes).